This data is from Catalyst prediction with 721,799 reactions and 888 catalyst types from USPTO. The task is: Predict which catalyst facilitates the given reaction. (1) Reactant: [F:1][C:2]1[CH:7]=[CH:6][C:5]([N:8]2[CH:12]([C:13]3[CH:18]=[CH:17][CH:16]=[C:15]([O:19][C:20]([F:23])([F:22])[F:21])[CH:14]=3)[CH2:11][C:10]([NH2:24])=[N:9]2)=[CH:4][CH:3]=1. Product: [F:1][C:2]1[CH:7]=[CH:6][C:5]([N:8]2[C:12]([C:13]3[CH:18]=[CH:17][CH:16]=[C:15]([O:19][C:20]([F:21])([F:23])[F:22])[CH:14]=3)=[CH:11][C:10]([NH2:24])=[N:9]2)=[CH:4][CH:3]=1. The catalyst class is: 11. (2) Reactant: [C:1]1([CH2:7][N:8]2[CH2:13][CH2:12][N:11]([CH2:14][C:15]3[CH:20]=[CH:19][CH:18]=[CH:17][CH:16]=3)[CH2:10][CH:9]2[C:21](N(OC)C)=[O:22])[CH:6]=[CH:5][CH:4]=[CH:3][CH:2]=1.[C:27]1([Mg]Br)[CH:32]=[CH:31][CH:30]=[CH:29][CH:28]=1.[Cl-:35].[NH4+]. Product: [ClH:35].[ClH:35].[C:21]([CH:9]1[CH2:10][N:11]([CH2:14][C:15]2[CH:20]=[CH:19][CH:18]=[CH:17][CH:16]=2)[CH2:12][CH2:13][N:8]1[CH2:7][C:1]1[CH:6]=[CH:5][CH:4]=[CH:3][CH:2]=1)(=[O:22])[C:27]1[CH:32]=[CH:31][CH:30]=[CH:29][CH:28]=1. The catalyst class is: 7.